From a dataset of NCI-60 drug combinations with 297,098 pairs across 59 cell lines. Regression. Given two drug SMILES strings and cell line genomic features, predict the synergy score measuring deviation from expected non-interaction effect. Drug 1: C1CC(C1)(C(=O)O)C(=O)O.[NH2-].[NH2-].[Pt+2]. Drug 2: CC1C(C(CC(O1)OC2CC(CC3=C2C(=C4C(=C3O)C(=O)C5=C(C4=O)C(=CC=C5)OC)O)(C(=O)CO)O)N)O.Cl. Cell line: OVCAR-5. Synergy scores: CSS=19.0, Synergy_ZIP=-3.76, Synergy_Bliss=-2.54, Synergy_Loewe=-10.4, Synergy_HSA=-1.42.